Dataset: Full USPTO retrosynthesis dataset with 1.9M reactions from patents (1976-2016). Task: Predict the reactants needed to synthesize the given product. (1) The reactants are: [NH:1]1[C:9]2[C:4](=[CH:5][CH:6]=[CH:7][CH:8]=2)[C:3]2([C:21]3[C:12](=[CH:13][C:14]4[O:19][CH2:18][CH2:17][O:16][C:15]=4[CH:20]=3)[O:11][CH2:10]2)[C:2]1=[O:22].N1C2C(=CC=CC=2)C2(C3=CC4OCOC=4C=C3OC2)C1=O.Cl[CH2:45][C:46]1[O:50][C:49]([C:51]([O:53][CH3:54])=[O:52])=[CH:48][CH:47]=1.COC1C=CC(CCl)=CC=1. Given the product [O:22]=[C:2]1[C:3]2([C:21]3[C:12](=[CH:13][C:14]4[O:19][CH2:18][CH2:17][O:16][C:15]=4[CH:20]=3)[O:11][CH2:10]2)[C:4]2[C:9](=[CH:8][CH:7]=[CH:6][CH:5]=2)[N:1]1[CH2:45][C:46]1[O:50][C:49]([C:51]([O:53][CH3:54])=[O:52])=[CH:48][CH:47]=1, predict the reactants needed to synthesize it. (2) The reactants are: C([O:3][C:4]([C:6]1[CH:7]=[N:8][N:9]([C:12]2[CH:17]=[CH:16][C:15]([Br:18])=[CH:14][N:13]=2)[C:10]=1[CH3:11])=[O:5])C.C(O)C.[OH-].[Na+]. Given the product [Br:18][C:15]1[CH:16]=[CH:17][C:12]([N:9]2[C:10]([CH3:11])=[C:6]([C:4]([OH:5])=[O:3])[CH:7]=[N:8]2)=[N:13][CH:14]=1, predict the reactants needed to synthesize it. (3) The reactants are: [Si:1]([O:18][C@H:19]1[CH2:23][N:22]([C:24]([O:26][C:27]([CH3:30])([CH3:29])[CH3:28])=[O:25])[C@@H:21]([C:31](OC)=[O:32])[CH2:20]1)([C:14]([CH3:17])([CH3:16])[CH3:15])([C:8]1[CH:13]=[CH:12][CH:11]=[CH:10][CH:9]=1)[C:2]1[CH:7]=[CH:6][CH:5]=[CH:4][CH:3]=1.[BH4-].[Na+]. Given the product [Si:1]([O:18][C@H:19]1[CH2:23][N:22]([C:24]([O:26][C:27]([CH3:30])([CH3:29])[CH3:28])=[O:25])[C@@H:21]([CH2:31][OH:32])[CH2:20]1)([C:14]([CH3:16])([CH3:17])[CH3:15])([C:8]1[CH:9]=[CH:10][CH:11]=[CH:12][CH:13]=1)[C:2]1[CH:3]=[CH:4][CH:5]=[CH:6][CH:7]=1, predict the reactants needed to synthesize it. (4) Given the product [OH:28][CH2:27][CH2:26][C@@H:25]([C:29]1[CH:30]=[C:31]([CH:34]=[CH:35][CH:36]=1)[C:32]#[N:33])[NH:24][C:5]1[O:6][C:7]([CH3:8])([CH3:9])[C:2]([CH3:1])([CH3:22])[S:3](=[O:20])(=[O:21])[N:4]=1, predict the reactants needed to synthesize it. The reactants are: [CH3:1][C:2]1([CH3:22])[C:7]([CH3:9])([CH3:8])[O:6][C:5](OC2C=CC([N+]([O-])=O)=CC=2)=[N:4][S:3]1(=[O:21])=[O:20].Cl.[NH2:24][C@H:25]([C:29]1[CH:30]=[C:31]([CH:34]=[CH:35][CH:36]=1)[C:32]#[N:33])[CH2:26][CH2:27][OH:28]. (5) Given the product [CH3:11][O:12][C:13](=[O:16])[CH:14]=[CH:15][C:6](=[C:7]([NH:2][CH3:1])[CH3:8])[C:5]([O:4][CH3:3])=[O:10], predict the reactants needed to synthesize it. The reactants are: [CH3:1][NH2:2].[CH3:3][O:4][C:5](=[O:10])[CH2:6][C:7](=O)[CH3:8].[CH3:11][O:12][C:13](=[O:16])[C:14]#[CH:15]. (6) Given the product [CH3:13][O:12][C:10](=[O:11])[CH2:9][CH2:8][C:5]1[CH:4]=[CH:3][C:2]([O:1][CH2:22][C:23]2[CH:28]=[CH:27][N:26]=[CH:25][CH:24]=2)=[CH:7][CH:6]=1, predict the reactants needed to synthesize it. The reactants are: [OH:1][C:2]1[CH:7]=[CH:6][C:5]([CH2:8][CH2:9][C:10]([O:12][CH3:13])=[O:11])=[CH:4][CH:3]=1.C(=O)([O-])[O-].[K+].[K+].Br.Br[CH2:22][C:23]1[CH:28]=[CH:27][N:26]=[CH:25][CH:24]=1.O. (7) The reactants are: Cl[CH:2]([C:10]1[CH:15]=[CH:14][C:13]([F:16])=[CH:12][CH:11]=1)[CH:3]1[CH2:8][CH2:7][N:6]([CH3:9])[CH2:5][CH2:4]1.N1CCNCC1.C([O-])([O-])=[O:24].[K+].[K+]. Given the product [F:16][C:13]1[CH:14]=[CH:15][C:10]([C:2]([CH:3]2[CH2:8][CH2:7][N:6]([CH3:9])[CH2:5][CH2:4]2)=[O:24])=[CH:11][CH:12]=1, predict the reactants needed to synthesize it.